From a dataset of Catalyst prediction with 721,799 reactions and 888 catalyst types from USPTO. Predict which catalyst facilitates the given reaction. (1) Reactant: [O:1]=[S:2]1(=[O:31])[C:7]2[CH:8]=[CH:9][CH:10]=[CH:11][C:6]=2[NH:5][C:4]([C:12]2[C:13](=[O:30])[N:14]([N:23]=[C:24]([CH2:28][CH3:29])[CH2:25][CH2:26][CH3:27])[C:15]3[C:20]([C:21]=2[OH:22])=[CH:19][CH:18]=[CH:17][CH:16]=3)=[N:3]1.CO.[BH4-].[Li+].Cl. Product: [O:31]=[S:2]1(=[O:1])[C:7]2[CH:8]=[CH:9][CH:10]=[CH:11][C:6]=2[NH:5][C:4]([C:12]2[C:13](=[O:30])[N:14]([NH:23][CH:24]([CH2:28][CH3:29])[CH2:25][CH2:26][CH3:27])[C:15]3[C:20]([C:21]=2[OH:22])=[CH:19][CH:18]=[CH:17][CH:16]=3)=[N:3]1. The catalyst class is: 7. (2) Reactant: [C:1]([OH:11])(=[O:10])[C:2]1[CH:7]=[CH:6][C:5]([O:8][CH3:9])=[CH:4][CH:3]=1.[N+:12]([O-])([OH:14])=[O:13]. Product: [N+:12]([C:6]1[CH:7]=[C:2]([CH:3]=[CH:4][C:5]=1[O:8][CH3:9])[C:1]([OH:11])=[O:10])([O-:14])=[O:13]. The catalyst class is: 152. (3) Product: [Br:1][C:2]1[CH:3]=[C:4]([Cl:20])[C:5]2[O:9][C:8]([CH2:10][CH2:11][N:12]([CH2:13][CH:14]([O:15][CH3:16])[O:17][CH3:18])[C:31](=[O:32])[O:33][CH2:34][CH3:35])=[CH:7][C:6]=2[CH:19]=1. The catalyst class is: 4. Reactant: [Br:1][C:2]1[CH:3]=[C:4]([Cl:20])[C:5]2[O:9][C:8]([CH2:10][CH2:11][NH:12][CH2:13][CH:14]([O:17][CH3:18])[O:15][CH3:16])=[CH:7][C:6]=2[CH:19]=1.C(N(C(C)C)CC)(C)C.Cl[C:31]([O:33][CH2:34][CH3:35])=[O:32].O. (4) Reactant: [CH3:1][NH:2][C@@H:3]([C:12]([NH:14][C@H:15]([C:20]([N:22]([C@@H:24]([CH:33]([CH3:35])[CH3:34])/[CH:25]=[C:26](\[CH3:32])/[C:27]([O:29]CC)=[O:28])[CH3:23])=[O:21])[C:16]([CH3:19])([CH3:18])[CH3:17])=[O:13])[C:4]([C:7]1[CH:11]=[CH:10][S:9][CH:8]=1)([CH3:6])[CH3:5].[OH-].[Li+]. Product: [CH3:1][NH:2][C@@H:3]([C:12]([NH:14][C@H:15]([C:20]([N:22]([C@@H:24]([CH:33]([CH3:35])[CH3:34])/[CH:25]=[C:26](/[C:27]([OH:29])=[O:28])\[CH3:32])[CH3:23])=[O:21])[C:16]([CH3:19])([CH3:18])[CH3:17])=[O:13])[C:4]([C:7]1[CH:11]=[CH:10][S:9][CH:8]=1)([CH3:5])[CH3:6]. The catalyst class is: 72. (5) Reactant: [CH3:1][O:2][C:3]1[C:4]([N:9]2[CH2:15][CH2:14][CH2:13][N:12](C(O)=O)[CH2:11][CH2:10]2)=[N:5][CH:6]=[CH:7][CH:8]=1.[ClH:19].O1CCOCC1. The catalyst class is: 5. Product: [ClH:19].[ClH:19].[CH3:1][O:2][C:3]1[C:4]([N:9]2[CH2:15][CH2:14][CH2:13][NH:12][CH2:11][CH2:10]2)=[N:5][CH:6]=[CH:7][CH:8]=1.